From a dataset of Full USPTO retrosynthesis dataset with 1.9M reactions from patents (1976-2016). Predict the reactants needed to synthesize the given product. (1) Given the product [CH3:1][C@H:2]1[NH:3][CH2:4][CH2:5][N:6]([C:14]2[CH:13]=[CH:12][C:11]([O:10][C:9]([F:8])([F:18])[F:19])=[CH:16][CH:15]=2)[CH2:7]1, predict the reactants needed to synthesize it. The reactants are: [CH3:1][C@@H:2]1[CH2:7][NH:6][CH2:5][CH2:4][NH:3]1.[F:8][C:9]([F:19])([F:18])[O:10][C:11]1[CH:16]=[CH:15][C:14](Br)=[CH:13][CH:12]=1.CC(C)([O-])C.[Na+]. (2) Given the product [CH3:8][S:9]([O:12][CH2:13][C:14]1[CH:19]=[CH:18][CH:17]=[C:16]([O:20][CH2:21][CH2:22][CH2:23][CH2:24][CH2:25][CH2:26][CH2:27][CH2:28][CH2:29][CH3:30])[CH:15]=1)(=[O:11])=[O:10], predict the reactants needed to synthesize it. The reactants are: C(N(CC)CC)C.[CH3:8][S:9]([O:12][CH2:13][C:14]1[CH:19]=[CH:18][CH:17]=[C:16]([O:20][CH2:21][CH2:22][CH2:23][CH2:24][CH2:25][CH2:26][CH2:27][CH2:28][CH2:29][CH3:30])[CH:15]=1)(=[O:11])=[O:10].C(OC1C=C(CN)C=CC=1)CCCCCCCCC.CS(Cl)(=O)=O.O. (3) Given the product [N+:16]([C:19]1[CH:24]=[CH:23][CH:22]=[CH:21][C:20]=1[NH:25][CH2:26][C@@H:27]1[CH2:32][CH2:31][CH2:30][N:29]([C:33]([O:35][C:36]([CH3:39])([CH3:38])[CH3:37])=[O:34])[CH2:28]1)([O-:18])=[O:17], predict the reactants needed to synthesize it. The reactants are: NC[C@@H]1CCCN(C(OC(C)(C)C)=O)C1.[N+:16]([C:19]1[CH:24]=[CH:23][CH:22]=[CH:21][C:20]=1[NH:25][CH2:26][C@H:27]1[CH2:32][CH2:31][CH2:30][N:29]([C:33]([O:35][C:36]([CH3:39])([CH3:38])[CH3:37])=[O:34])[CH2:28]1)([O-:18])=[O:17]. (4) The reactants are: [Si:1]([O:8][C@H:9]1[CH2:13][CH2:12][O:11]C1=O)([C:4]([CH3:7])([CH3:6])[CH3:5])([CH3:3])[CH3:2].[C:15](=[O:18])([O-])[O-:16].[K+].[K+].[CH3:21]O. Given the product [Si:1]([O:8][C@@H:9]([CH2:13][CH2:12][OH:11])[C:15]([O:16][CH3:21])=[O:18])([C:4]([CH3:7])([CH3:5])[CH3:6])([CH3:3])[CH3:2], predict the reactants needed to synthesize it. (5) Given the product [CH2:12]1[C:11]2[C:4](=[CH:5][C:6]([CH2:7][NH2:8])=[CH:9][CH:10]=2)[CH2:3][CH2:2][NH:1]1, predict the reactants needed to synthesize it. The reactants are: [NH2:1][CH2:2][CH2:3][C:4]1[CH:5]=[C:6]([CH:9]=[CH:10][C:11]=1[CH2:12]Cl)[C:7]#[N:8]. (6) Given the product [NH2:27][C:23]1[O:1][C:2]2[N:3]=[C:4]([CH3:9])[N:5]=[C:6]([CH3:8])[C:7]=2[CH:14]([C:13]2[CH:16]=[C:17]([O:21][CH3:22])[C:18]([O:19][CH3:20])=[C:11]([Br:10])[CH:12]=2)[C:24]=1[C:25]#[N:26], predict the reactants needed to synthesize it. The reactants are: [OH:1][C:2]1[CH:7]=[C:6]([CH3:8])[N:5]=[C:4]([CH3:9])[N:3]=1.[Br:10][C:11]1[CH:12]=[C:13]([CH:16]=[C:17]([O:21][CH3:22])[C:18]=1[O:19][CH3:20])[CH:14]=O.[C:23](#[N:27])[CH2:24][C:25]#[N:26].C1N2CCN(CC2)C1. (7) Given the product [OH:18][C:14]1[CH:13]=[C:12]([CH:17]=[CH:16][CH:15]=1)[CH2:11][N:9]([CH3:10])[C:7]([C:5]1[S:6][C:2]([C:24]2[CH:25]=[CH:26][C:21]([O:20][CH3:19])=[CH:22][CH:23]=2)=[CH:3][CH:4]=1)=[O:8], predict the reactants needed to synthesize it. The reactants are: Br[C:2]1[S:6][C:5]([C:7]([N:9]([CH2:11][C:12]2[CH:17]=[CH:16][CH:15]=[C:14]([OH:18])[CH:13]=2)[CH3:10])=[O:8])=[CH:4][CH:3]=1.[CH3:19][O:20][C:21]1[CH:26]=[CH:25][C:24](B(O)O)=[CH:23][CH:22]=1. (8) Given the product [CH:39]([N:38]1[CH2:5][CH2:6][N:1]([C:7]2[CH:12]=[CH:11][C:10]([NH:13][C:14]3[C:15]4[N:16]([N:25]=[CH:26][N:27]=4)[C:17]([C:20]4[CH:24]=[CH:23][S:22][CH:21]=4)=[CH:18][N:19]=3)=[CH:9][CH:8]=2)[CH2:2][CH2:3]1)([CH3:44])[CH3:40], predict the reactants needed to synthesize it. The reactants are: [N:1]1([C:7]2[CH:12]=[CH:11][C:10]([NH:13][C:14]3[C:15]4[N:16]([N:25]=[CH:26][N:27]=4)[C:17]([C:20]4[CH:24]=[CH:23][S:22][CH:21]=4)=[CH:18][N:19]=3)=[CH:9][CH:8]=2)[CH2:6][CH2:5]O[CH2:3][CH2:2]1.BrC1N2N=CN=C2C([NH:38][C:39]2[CH:44]=[CH:44][C:39]([N:38]3CCN(C(C)C)CC3)=[CH:40][CH:40]=2)=NC=1. (9) Given the product [CH3:11][O:12][C:13]1[CH:18]=[CH:17][C:16]([C:19](=[N:2][OH:3])[CH2:20][CH3:21])=[CH:15][CH:14]=1, predict the reactants needed to synthesize it. The reactants are: Cl.[NH2:2][OH:3].C([O-])(=O)C.[Na+].CO.[CH3:11][O:12][C:13]1[CH:18]=[CH:17][C:16]([C:19](=O)[CH2:20][CH3:21])=[CH:15][CH:14]=1. (10) Given the product [CH3:27][O:26][CH:23]([O:24][CH3:25])[CH2:22][N:21]([CH2:14][C:15]1[CH:20]=[CH:19][CH:18]=[CH:17][CH:16]=1)[CH2:2][C:3]([NH:5][CH2:6][CH2:7][C:8]1[CH:13]=[CH:12][CH:11]=[CH:10][CH:9]=1)=[O:4], predict the reactants needed to synthesize it. The reactants are: Cl[CH2:2][C:3]([NH:5][CH2:6][CH2:7][C:8]1[CH:13]=[CH:12][CH:11]=[CH:10][CH:9]=1)=[O:4].[CH2:14]([NH:21][CH2:22][CH:23]([O:26][CH3:27])[O:24][CH3:25])[C:15]1[CH:20]=[CH:19][CH:18]=[CH:17][CH:16]=1.